Dataset: NCI-60 drug combinations with 297,098 pairs across 59 cell lines. Task: Regression. Given two drug SMILES strings and cell line genomic features, predict the synergy score measuring deviation from expected non-interaction effect. (1) Drug 1: CCCCC(=O)OCC(=O)C1(CC(C2=C(C1)C(=C3C(=C2O)C(=O)C4=C(C3=O)C=CC=C4OC)O)OC5CC(C(C(O5)C)O)NC(=O)C(F)(F)F)O. Drug 2: COC1=C2C(=CC3=C1OC=C3)C=CC(=O)O2. Synergy scores: CSS=58.6, Synergy_ZIP=2.94, Synergy_Bliss=1.77, Synergy_Loewe=-15.4, Synergy_HSA=1.30. Cell line: U251. (2) Drug 1: C1=CC(=C2C(=C1NCCNCCO)C(=O)C3=C(C=CC(=C3C2=O)O)O)NCCNCCO. Drug 2: B(C(CC(C)C)NC(=O)C(CC1=CC=CC=C1)NC(=O)C2=NC=CN=C2)(O)O. Cell line: OVCAR-5. Synergy scores: CSS=14.8, Synergy_ZIP=-10.0, Synergy_Bliss=-2.45, Synergy_Loewe=-1.89, Synergy_HSA=-1.88. (3) Drug 1: C1CN1P(=S)(N2CC2)N3CC3. Drug 2: C1C(C(OC1N2C=NC(=NC2=O)N)CO)O. Cell line: SW-620. Synergy scores: CSS=24.9, Synergy_ZIP=-7.40, Synergy_Bliss=0.124, Synergy_Loewe=0.325, Synergy_HSA=2.60. (4) Drug 1: C1CCC(CC1)NC(=O)N(CCCl)N=O. Drug 2: C1=C(C(=O)NC(=O)N1)N(CCCl)CCCl. Cell line: SK-MEL-2. Synergy scores: CSS=39.2, Synergy_ZIP=4.98, Synergy_Bliss=9.32, Synergy_Loewe=7.82, Synergy_HSA=9.27.